From a dataset of Retrosynthesis with 50K atom-mapped reactions and 10 reaction types from USPTO. Predict the reactants needed to synthesize the given product. (1) Given the product Cc1nn(-c2ccccn2)c2nc3ccccc3c(NC3CC3)c12, predict the reactants needed to synthesize it. The reactants are: Cc1nn(-c2ccccn2)c2nc3ccccc3c(Cl)c12.NC1CC1. (2) Given the product C=C(C)C(=O)OCCCCCCOc1c(OC)cc(-c2nc3ccccc3s2)cc1OC, predict the reactants needed to synthesize it. The reactants are: C=C(C)C(=O)O.COc1cc(-c2nc3ccccc3s2)cc(OC)c1OCCCCCCO.